Task: Predict which catalyst facilitates the given reaction.. Dataset: Catalyst prediction with 721,799 reactions and 888 catalyst types from USPTO (1) Reactant: [NH2:1][C:2]1[CH:7]=[CH:6][C:5]([C:8]2([OH:11])[CH2:10][CH2:9]2)=[C:4]([F:12])[CH:3]=1.N1C=CC=CC=1.Cl[C:20]([O:22][C:23]1[CH:28]=[CH:27][CH:26]=[CH:25][CH:24]=1)=[O:21]. Product: [F:12][C:4]1[CH:3]=[C:2]([NH:1][C:20](=[O:21])[O:22][C:23]2[CH:28]=[CH:27][CH:26]=[CH:25][CH:24]=2)[CH:7]=[CH:6][C:5]=1[C:8]1([OH:11])[CH2:9][CH2:10]1. The catalyst class is: 21. (2) Reactant: Br[C:2]1[CH:7]=[CH:6][C:5]([N+:8]([O-:10])=[O:9])=[CH:4][C:3]=1[O:11][CH3:12].[CH3:13][C:14]1[CH:15]=[C:16](B(O)O)[CH:17]=[CH:18][CH:19]=1. Product: [CH3:12][O:11][C:3]1[CH:4]=[C:5]([N+:8]([O-:10])=[O:9])[CH:6]=[CH:7][C:2]=1[C:18]1[CH:17]=[CH:16][CH:15]=[C:14]([CH3:13])[CH:19]=1. The catalyst class is: 167. (3) Reactant: C1(P(C2C=CC=CC=2)C2C=CC=CC=2)C=CC=CC=1.[C:20]([Cl:24])(Cl)(Cl)Cl.[CH3:25][S:26]([C:29]1[CH:30]=[C:31](CO)[CH:32]=[CH:33][CH:34]=1)(=[O:28])=[O:27]. Product: [CH3:25][S:26]([C:29]1[CH:34]=[C:33]([CH:32]=[CH:31][CH:30]=1)[CH2:20][Cl:24])(=[O:28])=[O:27]. The catalyst class is: 7. (4) Product: [Cl:36][C:32]1[CH:31]=[C:30]([C:7]2[N:8]=[C:9]([N:11]3[C:15]4[CH:16]=[C:17]([CH2:20][CH2:21][CH2:22][CH2:23][N:24]5[CH2:25][CH2:26][O:27][CH2:28][CH2:29]5)[CH:18]=[CH:19][C:14]=4[N:13]=[CH:12]3)[S:10][C:6]=2[C:4]([OH:5])=[O:3])[CH:35]=[CH:34][CH:33]=1. Reactant: C([O:3][C:4]([C:6]1[S:10][C:9]([N:11]2[C:15]3[CH:16]=[C:17]([CH2:20][CH2:21][CH2:22][CH2:23][N:24]4[CH2:29][CH2:28][O:27][CH2:26][CH2:25]4)[CH:18]=[CH:19][C:14]=3[N:13]=[CH:12]2)=[N:8][C:7]=1[C:30]1[CH:35]=[CH:34][CH:33]=[C:32]([Cl:36])[CH:31]=1)=[O:5])C.O1CCCC1.[OH-].[Li+]. The catalyst class is: 6. (5) Reactant: [Cl:1][C:2]1[CH:3]=[CH:4][C:5]([NH:8][C:9](=[O:29])[C:10]2[CH:15]=[C:14](I)[CH:13]=[CH:12][C:11]=2[NH:17][C:18]([CH:20]2[CH2:25][CH2:24][N:23]([CH:26]([CH3:28])[CH3:27])[CH2:22][CH2:21]2)=[O:19])=[N:6][CH:7]=1.[Cl-].[Li+].C([Sn](CCCC)(CCCC)[C:37]1[CH:42]=[CH:41][N:40]=[CH:39][CH:38]=1)CCC. The catalyst class is: 184. Product: [Cl:1][C:2]1[CH:3]=[CH:4][C:5]([NH:8][C:9](=[O:29])[C:10]2[CH:15]=[C:14]([C:37]3[CH:42]=[CH:41][N:40]=[CH:39][CH:38]=3)[CH:13]=[CH:12][C:11]=2[NH:17][C:18]([CH:20]2[CH2:25][CH2:24][N:23]([CH:26]([CH3:28])[CH3:27])[CH2:22][CH2:21]2)=[O:19])=[N:6][CH:7]=1. (6) Reactant: O.[OH-].[Li+].[CH3:4][CH2:5][CH:6]([C:9]1[S:10][CH:11]=[C:12]([C:14]([O:16]CC)=[O:15])[N:13]=1)[CH2:7][CH3:8].Cl. Product: [CH3:4][CH2:5][CH:6]([C:9]1[S:10][CH:11]=[C:12]([C:14]([OH:16])=[O:15])[N:13]=1)[CH2:7][CH3:8]. The catalyst class is: 20. (7) Reactant: [ClH:1].[CH:2]1[C:11]2[C:6](=[C:7]([NH:12][CH:13]3[CH2:18][CH2:17][NH:16][CH2:15][CH2:14]3)[CH:8]=[CH:9][CH:10]=2)[CH:5]=[CH:4][N:3]=1.C(=O)([O-])[O-].[K+].[K+].Br[CH2:26][CH2:27][O:28]C1CCCCO1.CC(C)=O. Product: [ClH:1].[OH:28][CH2:27][CH2:26][N:16]1[CH2:17][CH2:18][CH:13]([NH:12][C:7]2[CH:8]=[CH:9][CH:10]=[C:11]3[C:6]=2[CH:5]=[CH:4][N:3]=[CH:2]3)[CH2:14][CH2:15]1. The catalyst class is: 9.